From a dataset of Full USPTO retrosynthesis dataset with 1.9M reactions from patents (1976-2016). Predict the reactants needed to synthesize the given product. The reactants are: O[C:2]1C(C)=[CH:9][C:8]([OH:12])=[CH:7][C:3]=1[C:4]([OH:6])=O.S([O:18][CH3:19])(OC)(=O)=O.[C:20](=O)([O-])[O-].[K+].[K+].Br[CH2:27][C:28]([O:30][CH3:31])=[O:29].[CH3:32][C:33](C)=[O:34]. Given the product [CH3:20][O:12][C:8]1[CH:7]=[C:3]([CH3:2])[C:4]([O:6][CH2:32][C:33]([O:18][CH3:19])=[O:34])=[C:27]([CH:9]=1)[C:28]([O:30][CH3:31])=[O:29], predict the reactants needed to synthesize it.